This data is from Forward reaction prediction with 1.9M reactions from USPTO patents (1976-2016). The task is: Predict the product of the given reaction. (1) Given the reactants S(OOS([O-])(=O)=O)([O-])(=O)=O.[NH4+].[NH4+].[OH-].[Na+].C(S([O-])(=O)=O)CCCCCCC.[Na+].C(F)(F)=C.[F:32][C:33]([F:40])([F:39])[C:34]([F:38])=[C:35]([F:37])[F:36].[F:41][C:42]([F:46])=[C:43]([F:45])[F:44], predict the reaction product. The product is: [F:32][C:33]([F:40])([F:39])[C:34]([F:38])=[C:35]([F:37])[F:36].[F:41][C:42]([F:46])=[C:43]([F:45])[F:44]. (2) Given the reactants [CH3:1][NH2:2].FC(F)(F)S(O[C:9]1[C:10]([Br:27])=[CH:11][C:12]2[CH:18]([CH3:19])[CH2:17][N:16]([C:20](=[O:25])[C:21]([F:24])([F:23])[F:22])[CH2:15][CH2:14][C:13]=2[N:26]=1)(=O)=O.C1COCC1.C([O-])(O)=O.[Na+], predict the reaction product. The product is: [Br:27][C:10]1[C:9]([NH:2][CH3:1])=[N:26][C:13]2[CH2:14][CH2:15][N:16]([C:20](=[O:25])[C:21]([F:24])([F:23])[F:22])[CH2:17][CH:18]([CH3:19])[C:12]=2[CH:11]=1. (3) The product is: [Cl:1][C:2]1[CH:24]=[N:23][CH:22]=[CH:21][C:3]=1[C:4]1[O:20][C:8]2[CH:9]=[CH:10][C:11]([C:13]([F:19])([F:18])[C:14]([F:16])([F:17])[F:15])=[CH:12][C:7]=2[N:6]=1. Given the reactants [Cl:1][C:2]1[CH:24]=[N:23][CH:22]=[CH:21][C:3]=1[C:4]([NH:6][C:7]1[CH:12]=[C:11]([C:13]([F:19])([F:18])[C:14]([F:17])([F:16])[F:15])[CH:10]=[CH:9][C:8]=1[OH:20])=O.O1CCCC1.C1(P(C2C=CC=CC=2)C2C=CC=CC=2)C=CC=CC=1.N(C(OCC)=O)=NC(OCC)=O, predict the reaction product. (4) Given the reactants [CH2:1]([CH:8]1[O:12][C:11](=[O:13])[CH:10]=[C:9]1[OH:14])[C:2]1[CH:7]=[CH:6][CH:5]=[CH:4][CH:3]=1.[CH:15](=O)[C:16]1[CH:21]=[CH:20][CH:19]=[CH:18][CH:17]=1.[F:23][C:24]1[CH:32]=[C:31]2[C:27]([C:28]([CH2:33][CH2:34][NH:35][C:36](=[O:38])[CH3:37])=[CH:29][NH:30]2)=[CH:26][CH:25]=1, predict the reaction product. The product is: [CH2:1]([CH:8]1[O:12][C:11](=[O:13])[C:10]([CH:15]([C:16]2[CH:21]=[CH:20][CH:19]=[CH:18][CH:17]=2)[C:29]2[NH:30][C:31]3[C:27]([C:28]=2[CH2:33][CH2:34][NH:35][C:36](=[O:38])[CH3:37])=[CH:26][CH:25]=[C:24]([F:23])[CH:32]=3)=[C:9]1[OH:14])[C:2]1[CH:3]=[CH:4][CH:5]=[CH:6][CH:7]=1. (5) Given the reactants [C:1]([O:5][C:6](=[O:27])[NH:7][C@H:8]([C:12]1[CH:17]=[C:16]([C:18]2[N:22]([CH3:23])[N:21]=[CH:20][C:19]=2[N+:24]([O-])=O)[CH:15]=[CH:14][N:13]=1)[CH2:9][CH:10]=[CH2:11])([CH3:4])([CH3:3])[CH3:2].C([O-])([O-])=O.[K+].[K+].O, predict the reaction product. The product is: [C:1]([O:5][C:6](=[O:27])[NH:7][C@H:8]([C:12]1[CH:17]=[C:16]([C:18]2[N:22]([CH3:23])[N:21]=[CH:20][C:19]=2[NH2:24])[CH:15]=[CH:14][N:13]=1)[CH2:9][CH:10]=[CH2:11])([CH3:3])([CH3:2])[CH3:4]. (6) The product is: [Br:8][C:9]1[CH:22]=[CH:21][C:20]2[C:11](=[C:12]([C:1]3[CH:6]=[CH:5][CH:4]=[CH:3][CH:2]=3)[C:13]3[C:18]([C:19]=2[C:1]2[CH:6]=[CH:5][CH:4]=[CH:3][CH:2]=2)=[CH:17][C:16]([Br:24])=[CH:15][CH:14]=3)[CH:10]=1. Given the reactants [C:1]1([Li])[CH:6]=[CH:5][CH:4]=[CH:3][CH:2]=1.[Br:8][C:9]1[CH:22]=[CH:21][C:20]2[C:19](=O)[C:18]3[C:13](=[CH:14][CH:15]=[C:16]([Br:24])[CH:17]=3)[C:12](=O)[C:11]=2[CH:10]=1, predict the reaction product. (7) The product is: [CH2:55]([O:54][C:52]([C:47]1[CH:48]=[N:49][N:50]([CH3:51])[C:46]=1[C:43](=[O:45])[NH:44][C:58]1[CH:63]=[CH:62][N:61]2[CH:64]=[C:65]([C:67]3[CH:72]=[CH:71][CH:70]=[CH:69][CH:68]=3)[N:66]=[C:60]2[CH:59]=1)=[O:53])[CH3:56]. Given the reactants CC1(C)C2C(=C(P(C3C=CC=CC=3)C3C=CC=CC=3)C=CC=2)OC2C(P(C3C=CC=CC=3)C3C=CC=CC=3)=CC=CC1=2.[C:43]([C:46]1[N:50]([CH3:51])[N:49]=[CH:48][C:47]=1[C:52]([O:54][CH2:55][CH3:56])=[O:53])(=[O:45])[NH2:44].Br[C:58]1[CH:63]=[CH:62][N:61]2[CH:64]=[C:65]([C:67]3[CH:72]=[CH:71][CH:70]=[CH:69][CH:68]=3)[N:66]=[C:60]2[CH:59]=1.CCO, predict the reaction product. (8) Given the reactants Cl[C:2]1[N:7]=[CH:6][N:5]=[C:4]([NH:8][C:9]2[CH:14]=[CH:13][C:12]([N:15]3[CH2:20][CH2:19][N:18]([CH:21]4[CH2:24][O:23][CH2:22]4)[CH2:17][CH2:16]3)=[CH:11][CH:10]=2)[N:3]=1.[NH2:25][C:26]1[CH:33]=[CH:32][C:31](B2OC(C)(C)C(C)(C)O2)=[CH:30][C:27]=1[C:28]#[N:29].C(=O)([O-])[O-].[K+].[K+], predict the reaction product. The product is: [NH2:25][C:26]1[CH:33]=[CH:32][C:31]([C:2]2[N:3]=[C:4]([NH:8][C:9]3[CH:14]=[CH:13][C:12]([N:15]4[CH2:20][CH2:19][N:18]([CH:21]5[CH2:24][O:23][CH2:22]5)[CH2:17][CH2:16]4)=[CH:11][CH:10]=3)[N:5]=[CH:6][N:7]=2)=[CH:30][C:27]=1[C:28]#[N:29]. (9) Given the reactants [CH2:1]([C:5]1[CH:10]=[CH:9][C:8]([C:11]#[C:12][C:13]2[CH:20]=[CH:19][C:16]([CH:17]=[O:18])=[CH:15][CH:14]=2)=[CH:7][CH:6]=1)[CH2:2][CH2:3][CH3:4].[Cl-].Cl, predict the reaction product. The product is: [CH2:1]([C:5]1[CH:10]=[CH:9][C:8]([C:11]#[C:12][C:13]2[CH:20]=[CH:19][C:16]([CH:17]([OH:18])[CH2:5][CH2:1][CH2:2][CH3:3])=[CH:15][CH:14]=2)=[CH:7][CH:6]=1)[CH2:2][CH2:3][CH3:4].